Dataset: Forward reaction prediction with 1.9M reactions from USPTO patents (1976-2016). Task: Predict the product of the given reaction. (1) Given the reactants [CH3:1][C:2]1[CH:7]=[CH:6][C:5]([S:8]([N:11]2[CH2:16][CH2:15][CH:14]([C:17](O)=[O:18])[CH2:13][CH2:12]2)(=[O:10])=[O:9])=[CH:4][CH:3]=1.ClC1N=C(OC)N=C(OC)N=1.CN1CCOCC1.[F:38][C:39]([F:49])([F:48])[O:40][C:41]1[CH:47]=[CH:46][C:44]([NH2:45])=[CH:43][CH:42]=1, predict the reaction product. The product is: [F:38][C:39]([F:48])([F:49])[O:40][C:41]1[CH:42]=[CH:43][C:44]([NH:45][C:17]([CH:14]2[CH2:13][CH2:12][N:11]([S:8]([C:5]3[CH:6]=[CH:7][C:2]([CH3:1])=[CH:3][CH:4]=3)(=[O:9])=[O:10])[CH2:16][CH2:15]2)=[O:18])=[CH:46][CH:47]=1. (2) The product is: [C:1]1([N:7]=[C:8]([S:25][C:19]2[CH:24]=[CH:23][CH:22]=[CH:21][CH:20]=2)[CH:10]=[C:11]([S:25][C:19]2[CH:24]=[CH:23][CH:22]=[CH:21][CH:20]=2)[CH3:12])[CH:6]=[CH:5][CH:4]=[CH:3][CH:2]=1. Given the reactants [C:1]1([NH:7][C:8]([C:10]#[C:11][CH3:12])=O)[CH:6]=[CH:5][CH:4]=[CH:3][CH:2]=1.P(Cl)(Cl)(Cl)(Cl)Cl.[C:19]1([SH:25])[CH:24]=[CH:23][CH:22]=[CH:21][CH:20]=1.[H-].[Na+], predict the reaction product. (3) Given the reactants [OH:1][N:2]=[CH:3][C:4]1[CH:14]=[CH:13][C:7]([CH2:8][NH:9][C:10](=[O:12])[CH3:11])=[CH:6][CH:5]=1.ClN1C(=O)CCC1=O.[Cl:23][C:24]1[CH:29]=[C:28]([C:30]([C:32]([F:35])([F:34])[F:33])=[CH2:31])[CH:27]=[C:26]([Cl:36])[CH:25]=1.C(N(CC)CC)C, predict the reaction product. The product is: [Cl:23][C:24]1[CH:29]=[C:28]([C:30]2([C:32]([F:35])([F:33])[F:34])[O:1][N:2]=[C:3]([C:4]3[CH:14]=[CH:13][C:7]([CH2:8][NH:9][C:10](=[O:12])[CH3:11])=[CH:6][CH:5]=3)[CH2:31]2)[CH:27]=[C:26]([Cl:36])[CH:25]=1. (4) Given the reactants [CH3:1][O:2][C:3]([C:5]12[CH2:14][CH:9]3[CH2:10][CH:11]([CH2:13][CH:7]([C:8]3=O)[CH2:6]1)[CH2:12]2)=[O:4].[BH4-].[Na+].[NH3:18], predict the reaction product. The product is: [CH3:1][O:2][C:3]([C:5]12[CH2:14][CH:9]3[CH2:10][CH:11]([CH2:13][CH:7]([CH:8]3[NH2:18])[CH2:6]1)[CH2:12]2)=[O:4]. (5) Given the reactants [CH2:1]1[CH2:6][CH2:5][CH2:4][CH2:3][CH2:2]1.[OH:7]N1C(=O)N(O)C(=O)N(O)[C:9]1=[O:18].[O:19]=O.[C:21]([OH:24])(=[O:23])[CH3:22], predict the reaction product. The product is: [C:1]1(=[O:7])[CH2:6][CH2:5][CH2:4][CH2:3][CH2:2]1.[C:9]([OH:18])(=[O:19])[CH2:2][CH2:1][CH2:6][CH2:22][C:21]([OH:24])=[O:23].[C:9]([OH:18])(=[O:19])[CH2:6][CH2:1][CH2:22][C:21]([OH:24])=[O:23]. (6) Given the reactants [CH3:1][O:2][C:3]1[CH:4]=[C:5]([C:18]#[N:19])[C:6]2[CH:7]=[N:8][N:9]([CH:12]3[CH2:17][CH2:16][CH2:15][CH2:14][O:13]3)[C:10]=2[CH:11]=1, predict the reaction product. The product is: [CH3:1][O:2][C:3]1[CH:11]=[C:10]2[C:6]([CH:7]=[N:8][N:9]2[CH:12]2[CH2:17][CH2:16][CH2:15][CH2:14][O:13]2)=[C:5]([CH2:18][NH2:19])[CH:4]=1.